From a dataset of Peptide-MHC class II binding affinity with 134,281 pairs from IEDB. Regression. Given a peptide amino acid sequence and an MHC pseudo amino acid sequence, predict their binding affinity value. This is MHC class II binding data. The binding affinity (normalized) is 0.133. The MHC is HLA-DPA10201-DPB10101 with pseudo-sequence HLA-DPA10201-DPB10101. The peptide sequence is SAQNISGAGWSGMAE.